From a dataset of Full USPTO retrosynthesis dataset with 1.9M reactions from patents (1976-2016). Predict the reactants needed to synthesize the given product. Given the product [NH2:8][C@@H:9]([CH2:14][CH2:15][S:16][C:17]1[CH:22]=[CH:21][CH:20]=[CH:19][N:18]=1)[C:10]([O:12][CH3:13])=[O:11], predict the reactants needed to synthesize it. The reactants are: C(OC([NH:8][C@@H:9]([CH2:14][CH2:15][S:16][C:17]1[CH:22]=[CH:21][CH:20]=[CH:19][N:18]=1)[C:10]([O:12][CH3:13])=[O:11])=O)(C)(C)C.CS(O)(=O)=O.